Dataset: Catalyst prediction with 721,799 reactions and 888 catalyst types from USPTO. Task: Predict which catalyst facilitates the given reaction. (1) Reactant: [C:1]1(B(O)O)[CH:6]=[CH:5][CH:4]=[CH:3][CH:2]=1.C([O-])([O-])=O.[Na+].[Na+].Br[C:17]1[NH:22][C:21](=[N:23][C:24]2[C:29]([CH:30]([CH3:32])[CH3:31])=[CH:28][CH:27]=[CH:26][C:25]=2[CH:33]([CH3:35])[CH3:34])[CH:20]=[CH:19][CH:18]=1. Product: [C:1]1([C:17]2[NH:22][C:21](=[N:23][C:24]3[C:29]([CH:30]([CH3:31])[CH3:32])=[CH:28][CH:27]=[CH:26][C:25]=3[CH:33]([CH3:35])[CH3:34])[CH:20]=[CH:19][CH:18]=2)[CH:6]=[CH:5][CH:4]=[CH:3][CH:2]=1. The catalyst class is: 109. (2) Reactant: [CH2:1]([CH:4]([CH2:23][CH2:24][CH3:25])[CH2:5][O:6][C:7]1[O:11][C:10]([C:12]([O:14][CH2:15]C(CCC)CCC)=[O:13])=[CH:9][CH:8]=1)[CH2:2][CH3:3].C[O-].[Na+]. Product: [CH2:23]([CH:4]([CH2:1][CH2:2][CH3:3])[CH2:5][O:6][C:7]1[O:11][C:10]([C:12]([O:14][CH3:15])=[O:13])=[CH:9][CH:8]=1)[CH2:24][CH3:25]. The catalyst class is: 5. (3) Reactant: ClC1C=CC(C2N(C3C=CC(Cl)=CC=3Cl)N=C([C:21](=[O:29])/[CH:22]=[C:23](\[OH:28])/[C:24]([CH3:27])([CH3:26])[CH3:25])C=2C)=CC=1.Cl.[NH2:32]O. Product: [C:24]([C:23]1[O:28][N:32]=[CH:21][CH:22]=1)([CH3:27])([CH3:26])[CH3:25].[C:24]([C:23]1[CH:22]=[CH:21][O:29][N:32]=1)([CH3:27])([CH3:26])[CH3:25]. The catalyst class is: 14. (4) Reactant: [Si:1]([O:8][C@@H:9]1[C@@:28]2([CH3:29])[C:13](=[CH:14][CH:15]=[C:16]3[C@@H:27]2[CH2:26][CH2:25][C@@:24]2([CH3:30])[C@H:17]3[CH2:18][CH:19]=[C:20]2[C@@H:21]([OH:23])[CH3:22])[CH2:12][C@@H:11]([O:31][Si:32]([C:35]([CH3:38])([CH3:37])[CH3:36])([CH3:34])[CH3:33])[CH2:10]1)([C:4]([CH3:7])([CH3:6])[CH3:5])([CH3:3])[CH3:2].[Cr](O[Cr]([O-])(=O)=O)([O-])(=O)=O.[NH+]1C=CC=CC=1.[NH+]1C=CC=CC=1.[O-][Si]([O-])=O.[Mg+2]. Product: [Si:1]([O:8][C@@H:9]1[C@@:28]2([CH3:29])[C:13](=[CH:14][CH:15]=[C:16]3[C@@H:27]2[CH2:26][CH2:25][C@@:24]2([CH3:30])[C@H:17]3[CH2:18][CH:19]=[C:20]2[C:21](=[O:23])[CH3:22])[CH2:12][C@@H:11]([O:31][Si:32]([C:35]([CH3:38])([CH3:37])[CH3:36])([CH3:33])[CH3:34])[CH2:10]1)([C:4]([CH3:7])([CH3:6])[CH3:5])([CH3:3])[CH3:2]. The catalyst class is: 4. (5) Reactant: [F:1][C:2]1[CH:15]=[CH:14][C:5]([CH2:6][N:7]2[CH2:12][CH2:11][NH:10][CH2:9][C:8]2=[O:13])=[CH:4][CH:3]=1.[C:16](N1C=CN=C1)([N:18]1[CH:22]=[CH:21][N:20]=[CH:19]1)=[O:17].CN(C1C=CC=CN=1)C. Product: [F:1][C:2]1[CH:15]=[CH:14][C:5]([CH2:6][N:7]2[CH2:12][CH2:11][N:10]([C:16]([N:18]3[CH:22]=[CH:21][N:20]=[CH:19]3)=[O:17])[CH2:9][C:8]2=[O:13])=[CH:4][CH:3]=1. The catalyst class is: 23.